From a dataset of Reaction yield outcomes from USPTO patents with 853,638 reactions. Predict the reaction yield, written as a fraction of the theoretical maximum amount of product (1.0 means a 100% yield; for example, 0.34 means a 34% yield). The reactants are [Cl:1][C:2]1[CH:7]=[CH:6][C:5]([N+:8]([O-:10])=[O:9])=[CH:4][C:3]=1[N:11]=[C:12](Cl)Cl.[CH2:15]([NH2:20])[CH2:16][CH2:17][CH2:18][NH2:19]. The catalyst is O1CCCC1. The product is [Cl:1][C:2]1[CH:7]=[CH:6][C:5]([N+:8]([O-:10])=[O:9])=[CH:4][C:3]=1[N:11]=[C:12]1[NH:20][CH2:15][CH2:16][CH2:17][CH2:18][NH:19]1. The yield is 0.480.